This data is from Forward reaction prediction with 1.9M reactions from USPTO patents (1976-2016). The task is: Predict the product of the given reaction. (1) The product is: [CH3:1][C:2]1[CH:7]=[CH:6][CH:5]=[C:4]([C:8]#[C:9][CH:10]=[C:11]2[CH2:12][CH2:13][N:14]([C:18]3[CH:23]=[CH:22][CH:21]=[CH:20][N:19]=3)[CH2:15][CH2:16]2)[N:3]=1. Given the reactants [CH3:1][C:2]1[CH:7]=[CH:6][CH:5]=[C:4]([C:8]#[C:9][CH:10]=[C:11]2[CH2:16][CH2:15][NH:14][CH2:13][CH2:12]2)[N:3]=1.F[C:18]1[CH:23]=[CH:22][CH:21]=[CH:20][N:19]=1.O, predict the reaction product. (2) Given the reactants C(OC(=O)[NH:7][C@@H:8]1[CH2:13][CH2:12][CH2:11][N:10]([C:14]2[S:15][C:16]([NH:21][C:22]3[CH:27]=[CH:26][CH:25]=[CH:24][N:23]=3)=[C:17]([C:19]#[N:20])[N:18]=2)[CH2:9]1)(C)(C)C.FC(F)(F)C(O)=O, predict the reaction product. The product is: [NH2:7][C@@H:8]1[CH2:13][CH2:12][CH2:11][N:10]([C:14]2[S:15][C:16]([NH:21][C:22]3[CH:27]=[CH:26][CH:25]=[CH:24][N:23]=3)=[C:17]([C:19]#[N:20])[N:18]=2)[CH2:9]1. (3) Given the reactants C1CN([P+](ON2N=NC3C=CC=CC2=3)(N2CCCC2)N2CCCC2)CC1.F[P-](F)(F)(F)(F)F.[NH2:34][CH:35]1[CH2:40][CH2:39][CH2:38][N:37]([C:41]([O:43][C:44]([CH3:47])([CH3:46])[CH3:45])=[O:42])[CH2:36]1.[Cl:48][C:49]1[CH:54]=[CH:53][C:52]([C:55]2[N:56]=[CH:57][C:58]([C:68](O)=[O:69])=[N:59][C:60]=2[C:61]2[CH:66]=[CH:65][C:64]([Cl:67])=[CH:63][CH:62]=2)=[CH:51][CH:50]=1.O, predict the reaction product. The product is: [Cl:48][C:49]1[CH:50]=[CH:51][C:52]([C:55]2[N:56]=[CH:57][C:58]([C:68]([NH:34][CH:35]3[CH2:40][CH2:39][CH2:38][N:37]([C:41]([O:43][C:44]([CH3:47])([CH3:46])[CH3:45])=[O:42])[CH2:36]3)=[O:69])=[N:59][C:60]=2[C:61]2[CH:66]=[CH:65][C:64]([Cl:67])=[CH:63][CH:62]=2)=[CH:53][CH:54]=1. (4) Given the reactants [Br:1][C:2]1[CH:3]=[N:4][C:5]2[N:6]([N:8]=[C:9]([C:11]([OH:13])=O)[CH:10]=2)[CH:7]=1.[CH3:14][C:15]1[S:16][C:17]2[C:18]([N:28]=1)=[C:19]1[C:24](=[CH:25][CH:26]=2)[CH:23]([CH3:27])[NH:22][CH2:21][CH2:20]1, predict the reaction product. The product is: [Br:1][C:2]1[CH:3]=[N:4][C:5]2[N:6]([N:8]=[C:9]([C:11]([N:22]3[CH2:21][CH2:20][C:19]4[C:24](=[CH:25][CH:26]=[C:17]5[S:16][C:15]([CH3:14])=[N:28][C:18]5=4)[CH:23]3[CH3:27])=[O:13])[CH:10]=2)[CH:7]=1.